Dataset: hERG potassium channel inhibition data for cardiac toxicity prediction from Karim et al.. Task: Regression/Classification. Given a drug SMILES string, predict its toxicity properties. Task type varies by dataset: regression for continuous values (e.g., LD50, hERG inhibition percentage) or binary classification for toxic/non-toxic outcomes (e.g., AMES mutagenicity, cardiotoxicity, hepatotoxicity). Dataset: herg_karim. The drug is CC(C)N1CCC[C@@H](c2nc3ccccc3n2Cc2ccc(F)cc2)C1. The result is 1 (blocker).